From a dataset of Full USPTO retrosynthesis dataset with 1.9M reactions from patents (1976-2016). Predict the reactants needed to synthesize the given product. (1) Given the product [Br:16][C:17]1[CH:18]=[C:19]([C:10]2[CH:9]=[C:8]([C:5]3[CH:6]=[CH:7][C:2]([Cl:1])=[CH:3][CH:4]=3)[CH:13]=[C:12]([CH3:14])[N:11]=2)[CH:20]=[CH:21][CH:22]=1, predict the reactants needed to synthesize it. The reactants are: [Cl:1][C:2]1[CH:7]=[CH:6][C:5]([C:8]2[CH:13]=[C:12]([CH3:14])[N:11]=[C:10](I)[CH:9]=2)=[CH:4][CH:3]=1.[Br:16][C:17]1[CH:18]=[C:19](B(O)O)[CH:20]=[CH:21][CH:22]=1. (2) Given the product [NH2:27][C:4]1[CH:5]=[CH:6][C:7]([C:8](=[O:26])[CH2:9][N:10]2[C:14](=[O:15])[C:13]([C:19]3[CH:24]=[CH:23][CH:22]=[CH:21][CH:20]=3)([CH2:16][CH2:17][CH3:18])[N:12]=[C:11]2[CH3:25])=[C:2]([F:1])[CH:3]=1, predict the reactants needed to synthesize it. The reactants are: [F:1][C:2]1[CH:3]=[C:4]([NH:27]C(=O)C)[CH:5]=[CH:6][C:7]=1[C:8](=[O:26])[CH2:9][N:10]1[C:14](=[O:15])[C:13]([C:19]2[CH:24]=[CH:23][CH:22]=[CH:21][CH:20]=2)([CH2:16][CH2:17][CH3:18])[N:12]=[C:11]1[CH3:25].Cl. (3) Given the product [NH2:36][C:2]1[N:7]=[C:6]([C:8]2[S:12][C:11]([C:13]([CH3:16])([CH3:15])[CH3:14])=[N:10][C:9]=2[C:17]2[C:18]([F:35])=[C:19]([NH:23][S:24]([C:27]3[CH:32]=[C:31]([F:33])[CH:30]=[CH:29][C:28]=3[F:34])(=[O:26])=[O:25])[CH:20]=[CH:21][CH:22]=2)[CH:5]=[CH:4][N:3]=1, predict the reactants needed to synthesize it. The reactants are: Cl[C:2]1[N:7]=[C:6]([C:8]2[S:12][C:11]([C:13]([CH3:16])([CH3:15])[CH3:14])=[N:10][C:9]=2[C:17]2[C:18]([F:35])=[C:19]([NH:23][S:24]([C:27]3[CH:32]=[C:31]([F:33])[CH:30]=[CH:29][C:28]=3[F:34])(=[O:26])=[O:25])[CH:20]=[CH:21][CH:22]=2)[CH:5]=[CH:4][N:3]=1.[NH3:36].CO. (4) Given the product [C:1]([O:5][C:6](=[O:27])[NH:7][C:8](=[NH:9])[C:10]1[S:11][C:12]([S:25][CH3:26])=[C:13]([S:15]([C:18]2[CH:19]=[N:20][CH:21]=[C:22]([C:30]3[CH:31]=[CH:32][CH:33]=[CH:34][C:29]=3[CH3:28])[CH:23]=2)(=[O:17])=[O:16])[CH:14]=1)([CH3:4])([CH3:3])[CH3:2], predict the reactants needed to synthesize it. The reactants are: [C:1]([O:5][C:6](=[O:27])[NH:7][C:8]([C:10]1[S:11][C:12]([S:25][CH3:26])=[C:13]([S:15]([C:18]2[CH:19]=[N:20][CH:21]=[C:22](Br)[CH:23]=2)(=[O:17])=[O:16])[CH:14]=1)=[NH:9])([CH3:4])([CH3:3])[CH3:2].[CH3:28][C:29]1[CH:34]=[CH:33][CH:32]=[CH:31][C:30]=1B(O)O.C([O-])([O-])=O.[Na+].[Na+].C(O)C. (5) Given the product [C:23]1([N:16]([C:10]2[CH:11]=[CH:12][CH:13]=[CH:14][CH:15]=2)[C:17]2[CH:22]=[CH:21][C:20]([Br:1])=[CH:19][CH:18]=2)[CH:24]=[CH:25][CH:26]=[CH:27][CH:28]=1, predict the reactants needed to synthesize it. The reactants are: [Br:1]N1C(=O)CCC1=O.O.[C:10]1([N:16]([C:23]2[CH:28]=[CH:27][CH:26]=[CH:25][CH:24]=2)[C:17]2[CH:22]=[CH:21][CH:20]=[CH:19][CH:18]=2)[CH:15]=[CH:14][CH:13]=[CH:12][CH:11]=1. (6) Given the product [CH3:14][O:15][C:16](=[O:26])[C:17]1[CH:22]=[C:21]([Br:27])[C:20]([NH2:23])=[CH:19][C:18]=1[O:24][CH3:25], predict the reactants needed to synthesize it. The reactants are: N1C2C(=CC=CC=2)C=C1C(NN)=O.[CH3:14][O:15][C:16](=[O:26])[C:17]1[CH:22]=[CH:21][C:20]([NH2:23])=[CH:19][C:18]=1[O:24][CH3:25].[Br:27]NC(=O)CCC(N)=O.